This data is from Full USPTO retrosynthesis dataset with 1.9M reactions from patents (1976-2016). The task is: Predict the reactants needed to synthesize the given product. (1) Given the product [C:8]([C:7]1[CH:6]=[N:5][N:4]2[CH:10]=[C:11]([C:13]([O:15][CH2:16][CH3:17])=[O:14])[CH:12]=[C:3]2[C:2]=1[Cl:1])(=[O:18])[NH2:9], predict the reactants needed to synthesize it. The reactants are: [Cl:1][C:2]1[C:3]2[N:4]([CH:10]=[C:11]([C:13]([O:15][CH2:16][CH3:17])=[O:14])[CH:12]=2)[N:5]=[CH:6][C:7]=1[C:8]#[N:9].[OH:18]S(O)(=O)=O. (2) Given the product [O:21]1[CH2:25][CH2:24][CH:23]([CH2:26][NH:27][C:17]([C:14]2[CH:13]=[C:12]([CH2:11][CH2:10][CH2:9][CH2:8][O:1][C:2]3[CH:3]=[CH:4][CH:5]=[CH:6][CH:7]=3)[O:16][N:15]=2)=[O:19])[CH2:22]1, predict the reactants needed to synthesize it. The reactants are: [O:1]([CH2:8][CH2:9][CH2:10][CH2:11][C:12]1[O:16][N:15]=[C:14]([C:17]([OH:19])=O)[CH:13]=1)[C:2]1[CH:7]=[CH:6][CH:5]=[CH:4][CH:3]=1.Cl.[O:21]1[CH2:25][CH2:24][CH:23]([CH2:26][NH2:27])[CH2:22]1.C(N(CC)CC)C.ON1C2C=CC=CC=2N=N1.Cl.C(N=C=NCCCN(C)C)C. (3) Given the product [F:1][C:2]1[C:3]2[O:10][CH2:11][CH:5]([OH:6])[C:4]=2[CH:7]=[CH:8][CH:9]=1, predict the reactants needed to synthesize it. The reactants are: [F:1][C:2]1[C:3]([O:10][CH2:11][Si](C)(C)C)=[C:4]([CH:7]=[CH:8][CH:9]=1)[CH:5]=[O:6].[F-].[Cs+]. (4) Given the product [CH2:1]([C:3]1[CH:4]=[CH:5][C:6]2[C:7](=[O:25])[C:8]3[C:9]([C:10]=2[CH:11]=1)=[N:14][C:15]([C:20]#[N:21])=[C:16]([C:17]#[N:18])[N:19]=3)[CH3:2], predict the reactants needed to synthesize it. The reactants are: [CH2:1]([C:3]1[CH:11]=[C:10]2[C:6]([CH2:7][C:8](=O)[C:9]2=O)=[CH:5][CH:4]=1)[CH3:2].[NH2:14]/[C:15](/[C:20]#[N:21])=[C:16](\[NH2:19])/[C:17]#[N:18].CC([OH:25])C. (5) Given the product [CH3:1][C:2]1([CH3:15])[O:6][C@H:5]([CH2:7][OH:12])[CH2:4][O:3]1, predict the reactants needed to synthesize it. The reactants are: [CH3:1][C:2]1([CH3:15])[O:6][C@H:5]([C@H:7]2[O:12]C(=O)[C@@H](O)[C@H]2O)[CH2:4][O:3]1.I([O-])(=O)(=O)=O.[Na+].[OH-].[Na+].